Dataset: Reaction yield outcomes from USPTO patents with 853,638 reactions. Task: Predict the reaction yield, written as a fraction of the theoretical maximum amount of product (1.0 means a 100% yield; for example, 0.34 means a 34% yield). (1) The reactants are [CH3:1][C:2]1[CH:3]=[C:4]([CH:7]=[C:8]([CH3:22])[C:9]=1[O:10][C:11]1[CH:16]=[CH:15][C:14]([O:17][CH3:18])=[C:13]([CH:19]([CH3:21])[CH3:20])[CH:12]=1)C=O.ClC1C=C(C=CC=1)C(OO)=[O:28].[OH-].[Na+].Cl. The catalyst is ClCCl.C(OCC)(=O)C. The product is [CH3:1][C:2]1[CH:3]=[C:4]([OH:28])[CH:7]=[C:8]([CH3:22])[C:9]=1[O:10][C:11]1[CH:16]=[CH:15][C:14]([O:17][CH3:18])=[C:13]([CH:19]([CH3:21])[CH3:20])[CH:12]=1. The yield is 0.470. (2) The reactants are [Cl:1][C:2]1[C:3]([O:13]C)=[C:4]2[C:9](=[CH:10][CH:11]=1)[NH:8][C:7](=[O:12])[CH:6]=[CH:5]2. The catalyst is Br. The product is [Cl:1][C:2]1[C:3]([OH:13])=[C:4]2[C:9](=[CH:10][CH:11]=1)[NH:8][C:7](=[O:12])[CH:6]=[CH:5]2. The yield is 1.00.